Dataset: Forward reaction prediction with 1.9M reactions from USPTO patents (1976-2016). Task: Predict the product of the given reaction. The product is: [CH3:14][N:9]1[C:10]([C:11](=[O:13])[NH:30][CH2:29][CH2:28][C:18]2[N:19]=[C:20]([C:22]3[CH:27]=[CH:26][CH:25]=[CH:24][CH:23]=3)[O:21][C:17]=2[CH3:16])=[C:6]([C:4]([O:3][CH2:1][CH3:2])=[O:5])[CH:7]=[N:8]1. Given the reactants [CH2:1]([O:3][C:4]([C:6]1[CH:7]=[N:8][N:9]([CH3:14])[C:10]=1[C:11]([OH:13])=O)=[O:5])[CH3:2].Cl.[CH3:16][C:17]1[O:21][C:20]([C:22]2[CH:27]=[CH:26][CH:25]=[CH:24][CH:23]=2)=[N:19][C:18]=1[CH2:28][CH2:29][NH2:30].CCCP1(OP(CCC)(=O)OP(CCC)(=O)O1)=O.C(N(CC)C(C)C)(C)C.OS([O-])(=O)=O.[K+], predict the reaction product.